This data is from Full USPTO retrosynthesis dataset with 1.9M reactions from patents (1976-2016). The task is: Predict the reactants needed to synthesize the given product. Given the product [CH3:1][O:2][C:3]1[CH:8]=[CH:7][C:6]([C:9]([CH3:13])([CH3:12])[CH2:10][NH:11][CH2:20][C:19]2[CH:18]=[CH:17][C:16]([C:15]([F:14])([F:24])[F:25])=[CH:23][CH:22]=2)=[CH:5][CH:4]=1, predict the reactants needed to synthesize it. The reactants are: [CH3:1][O:2][C:3]1[CH:8]=[CH:7][C:6]([C:9]([CH3:13])([CH3:12])[CH2:10][NH2:11])=[CH:5][CH:4]=1.[F:14][C:15]([F:25])([F:24])[C:16]1[CH:23]=[CH:22][C:19]([CH:20]=O)=[CH:18][CH:17]=1.